Dataset: hERG potassium channel inhibition data for cardiac toxicity prediction from Karim et al.. Task: Regression/Classification. Given a drug SMILES string, predict its toxicity properties. Task type varies by dataset: regression for continuous values (e.g., LD50, hERG inhibition percentage) or binary classification for toxic/non-toxic outcomes (e.g., AMES mutagenicity, cardiotoxicity, hepatotoxicity). Dataset: herg_karim. The result is 0 (non-blocker). The drug is COc1cc2nnc(C(N)=O)c(Nc3ccc(C)cc3F)c2cc1C1CCN(C(C)C)CC1.